From a dataset of Reaction yield outcomes from USPTO patents with 853,638 reactions. Predict the reaction yield, written as a fraction of the theoretical maximum amount of product (1.0 means a 100% yield; for example, 0.34 means a 34% yield). (1) The reactants are [CH3:1][C:2](=[CH2:16])[CH2:3][CH2:4][O:5][C:6]1[CH:7]=[C:8]([NH:12][C:13](=[O:15])[CH3:14])[CH:9]=[CH:10][CH:11]=1.[Al+3].[Cl-].[Cl-].[Cl-].O. The catalyst is FC1C=CC=CC=1. The product is [CH3:16][C:2]1([CH3:1])[C:11]2[C:6](=[CH:7][C:8]([NH:12][C:13](=[O:15])[CH3:14])=[CH:9][CH:10]=2)[O:5][CH2:4][CH2:3]1. The yield is 0.540. (2) The reactants are [Br:1][C:2]1[CH:9]=[CH:8][C:5]([CH:6]=O)=[CH:4][CH:3]=1.[CH3:10][C@H:11]1[O:16][C@@H:15]([CH3:17])[CH2:14][NH:13][CH2:12]1.[BH-](OC(C)=O)(OC(C)=O)OC(C)=O.[Na+].CC(O)=O. The catalyst is ClCCCl. The product is [Br:1][C:2]1[CH:9]=[CH:8][C:5]([CH2:6][N:13]2[CH2:12][C@H:11]([CH3:10])[O:16][C@H:15]([CH3:17])[CH2:14]2)=[CH:4][CH:3]=1. The yield is 1.00. (3) The reactants are [Cl:1][C:2]1[N:7]=[C:6](Cl)[CH:5]=[C:4]([C:9]([O:11][CH3:12])=[O:10])[N:3]=1.[NH:13]1[CH2:17][CH2:16][CH2:15][CH2:14]1.C(=O)([O-])[O-].[Na+].[Na+]. The catalyst is CO. The product is [Cl:1][C:2]1[N:3]=[C:4]([C:9]([O:11][CH3:12])=[O:10])[CH:5]=[C:6]([N:13]2[CH2:17][CH2:16][CH2:15][CH2:14]2)[N:7]=1. The yield is 0.400. (4) The reactants are [CH3:1][C:2]1[N:3]=[C:4]([NH:7][C:8]2[N:13]=[CH:12][C:11]([S:14][CH2:15][CH2:16][C:17](OC)=O)=[CH:10][C:9]=2[O:21][C:22]2[CH:27]=[CH:26][CH:25]=[CH:24][CH:23]=2)[S:5][CH:6]=1.CC([O-])(C)C.[K+].Br.BrC[C:37]1[CH:42]=[CH:41]C=C[N:38]=1.[Cl-:43].[NH4+].Cl. The yield is 0.605. The catalyst is C1COCC1. The product is [ClH:43].[ClH:43].[CH3:1][C:2]1[N:3]=[C:4]([NH:7][C:8]2[C:9]([O:21][C:22]3[CH:27]=[CH:26][CH:25]=[CH:24][CH:23]=3)=[CH:10][C:11]([S:14][CH2:15][C:16]3[CH:17]=[CH:41][CH:42]=[CH:37][N:38]=3)=[CH:12][N:13]=2)[S:5][CH:6]=1. (5) The reactants are [N+:1]([C:4]1[S:8][C:7]2[CH:9]=[CH:10][CH:11]=[CH:12][C:6]=2[C:5]=1[C:13]#[N:14])([O-])=O.[H][H]. The catalyst is ClCCCl.[Pd]. The product is [NH2:1][C:4]1[S:8][C:7]2[CH:9]=[CH:10][CH:11]=[CH:12][C:6]=2[C:5]=1[C:13]#[N:14]. The yield is 0.730. (6) The reactants are [C:1]1(C)C=C[C:4](S(O)(=O)=O)=[CH:3][CH:2]=1.C(=O)=O.[CH:15]([N:18](CC)C(C)C)(C)C.[Cl:24][CH2:25][C:26](Cl)=[O:27].C(OC(C)C)(=O)C.OP([O-])([O-])=O.[K+].[K+].[CH3:43][C:44]#[N:45]. The catalyst is O. The product is [Cl:24][CH2:25][C:26]([N:45]1[C@@H:2]([C:3]#[CH:4])[CH2:1][CH2:43][C@H:44]1[C:15]#[N:18])=[O:27]. The yield is 0.775. (7) The reactants are [NH2:1][C:2]1[CH:3]=[C:4]2[C:8](=[CH:9][CH:10]=1)[C:7](=[O:11])[CH2:6][CH2:5]2.[CH2:12]([C:15]1[CH:23]=[CH:22][C:18]([C:19](Cl)=[O:20])=[CH:17][CH:16]=1)[CH2:13][CH3:14].C(N(CC)CC)C. The catalyst is C1COCC1. The product is [O:11]=[C:7]1[C:8]2[C:4](=[CH:3][C:2]([NH:1][C:19](=[O:20])[C:18]3[CH:22]=[CH:23][C:15]([CH2:12][CH2:13][CH3:14])=[CH:16][CH:17]=3)=[CH:10][CH:9]=2)[CH2:5][CH2:6]1. The yield is 0.640. (8) The reactants are Br[C:2]1[CH:23]=[CH:22][C:5]2[O:6][CH2:7][CH:8](F)[C:9]3[N:10]([N:11]=[C:12]([C:18]([NH2:20])=[O:19])[C:13]=3[C:14]([F:17])([F:16])[F:15])[C:4]=2[CH:3]=1.[C:24]([C@:26]1([OH:33])[CH2:30][CH2:29][N:28]([CH3:31])[C:27]1=[O:32])#[CH:25]. No catalyst specified. The product is [OH:33][C@@:26]1([C:24]#[C:25][C:2]2[CH:23]=[CH:22][C:5]3[O:6][CH2:7][CH2:8][C:9]4[N:10]([N:11]=[C:12]([C:18]([NH2:20])=[O:19])[C:13]=4[C:14]([F:17])([F:16])[F:15])[C:4]=3[CH:3]=2)[CH2:30][CH2:29][N:28]([CH3:31])[C:27]1=[O:32]. The yield is 0.590.